From a dataset of Full USPTO retrosynthesis dataset with 1.9M reactions from patents (1976-2016). Predict the reactants needed to synthesize the given product. (1) Given the product [Cl:1][C:2]1[CH:7]=[C:6]([CH3:8])[CH:5]=[CH:4][C:3]=1[NH:9][C:10]([CH2:11][C@@H:12]([C:17]1[C:21]([CH:22]2[CH2:23][CH2:24]2)=[C:20]([C:25]2[O:29][N:28]=[C:27]([CH2:30][CH:31]([CH3:32])[CH3:33])[CH:26]=2)[O:19][N:18]=1)[CH2:13][CH2:14][C:15]([OH:36])=[O:16])=[O:34], predict the reactants needed to synthesize it. The reactants are: [Cl:1][C:2]1[CH:7]=[C:6]([CH3:8])[CH:5]=[CH:4][C:3]=1[NH:9][C:10](=[O:34])[CH2:11][C@@H:12]([C:17]1[C:21]([CH:22]2[CH2:24][CH2:23]2)=[C:20]([C:25]2[O:29][N:28]=[C:27]([CH2:30][CH:31]([CH3:33])[CH3:32])[CH:26]=2)[O:19][N:18]=1)[CH2:13][CH2:14][CH2:15][OH:16].P([O-])([O-])([O-])=[O:36].Cl([O-])=O.[Na+].Cl[O-].[Na+].S([O-])([O-])=O.[Na+].[Na+]. (2) Given the product [Br:25][C:26]1[CH:27]=[C:28]([NH:33][C:34]2[C:35]3[CH:43]=[C:42]([NH:44][C:22](=[O:24])[CH2:21][P:16](=[O:17])([O:15][CH2:13][CH3:14])[O:18][CH2:19][CH3:20])[N:41]=[CH:40][C:36]=3[N:37]=[CH:38][N:39]=2)[CH:29]=[CH:30][C:31]=1[Cl:32], predict the reactants needed to synthesize it. The reactants are: C1N=CN(C(N2C=NC=C2)=O)C=1.[CH2:13]([O:15][P:16]([CH2:21][C:22]([OH:24])=O)([O:18][CH2:19][CH3:20])=[O:17])[CH3:14].[Br:25][C:26]1[CH:27]=[C:28]([NH:33][C:34]2[C:35]3[CH:43]=[C:42]([NH2:44])[N:41]=[CH:40][C:36]=3[N:37]=[CH:38][N:39]=2)[CH:29]=[CH:30][C:31]=1[Cl:32].CC(N(C)C)=O. (3) The reactants are: [H-].[H-].[H-].[H-].[Li+].[Al+3].[CH:7]12[O:13][CH:10]([CH:11]=[CH:12]1)[CH2:9][CH:8]2[C:14](O)=[O:15]. Given the product [CH:7]12[O:13][CH:10]([CH:11]=[CH:12]1)[CH2:9][CH:8]2[CH2:14][OH:15], predict the reactants needed to synthesize it. (4) Given the product [N:43]1[C:51]2[CH:50]=[CH:49][N:48]=[CH:47][C:46]=2[NH:45][C:44]=1[C:52]1[C:64]2[C:63]3[C:58](=[CH:59][CH:60]=[CH:61][CH:62]=3)[CH:57]([NH:65][CH2:15][C:17]3[CH:18]=[C:19]4[C:23](=[CH:24][CH:25]=3)[NH:22][CH:21]=[CH:20]4)[C:56]=2[CH:55]=[CH:54][CH:53]=1, predict the reactants needed to synthesize it. The reactants are: C1(N)C(F)=C(F)C(F)=C(N)C=1F.Cl.Cl.[CH:15]([C:17]1[CH:18]=[C:19]2[C:23](=[CH:24][CH:25]=1)[NH:22][CH:21]=[CH:20]2)=O.C(N(C(C)C)CC)(C)C.[B-].[Na+].P([O-])(O)(O)=O.[K+].[N:43]1[C:51]2[CH:50]=[CH:49][N:48]=[CH:47][C:46]=2[NH:45][C:44]=1[C:52]1[C:64]2[C:63]3[C:58](=[CH:59][CH:60]=[CH:61][CH:62]=3)[CH:57]([NH2:65])[C:56]=2[CH:55]=[CH:54][CH:53]=1. (5) Given the product [F:1][C:2]1[CH:3]=[C:4]([C:9]2([O:14][CH3:15])[CH2:13][CH2:12][N:11]([CH2:24][CH2:25][CH3:26])[CH2:10]2)[CH:5]=[C:6]([F:8])[CH:7]=1, predict the reactants needed to synthesize it. The reactants are: [F:1][C:2]1[CH:3]=[C:4]([C:9]2([O:14][CH3:15])[CH2:13][CH2:12][NH:11][CH2:10]2)[CH:5]=[C:6]([F:8])[CH:7]=1.C(N(CC)CC)C.I[CH2:24][CH2:25][CH3:26].O. (6) Given the product [F:18][C:28]1[C:29]([NH:35][S:36]([CH3:39])(=[O:38])=[O:37])=[C:30]([CH:34]=[CH:26][CH:27]=1)[C:31]([O:55][CH3:54])=[O:32], predict the reactants needed to synthesize it. The reactants are: CN(C(ON1N=NC2C=CC=NC1=2)=[N+](C)C)C.[F:18][P-](F)(F)(F)(F)F.F[C:26]1[CH:27]=[CH:28][C:29]([NH:35][S:36]([CH3:39])(=[O:38])=[O:37])=[C:30]([CH:34]=1)[C:31](O)=[O:32].C(N(CC)CC)C.O.[Cl-].[Na+].O.CN([CH:54]=[O:55])C.